Dataset: Forward reaction prediction with 1.9M reactions from USPTO patents (1976-2016). Task: Predict the product of the given reaction. (1) Given the reactants P([O-])([O-])([O-])=O.[K+].[K+].[K+].C1CCCCC1.C([O:18][C:19](=[O:32])[CH2:20][CH:21]([NH2:31])[C:22]1[CH:27]=[CH:26][C:25]2[O:28][CH2:29][O:30][C:24]=2[CH:23]=1)CC, predict the reaction product. The product is: [NH2:31][CH:21]([C:22]1[CH:27]=[CH:26][C:25]2[O:28][CH2:29][O:30][C:24]=2[CH:23]=1)[CH2:20][C:19]([OH:32])=[O:18]. (2) Given the reactants [CH2:1]([O:3][C:4](=[O:26])[CH2:5][C:6]([C:19]([O:21]C(C)(C)C)=[O:20])([CH2:14][CH:15]1[CH2:18][CH2:17][CH2:16]1)[C:7]([O:9]C(C)(C)C)=[O:8])[CH3:2], predict the reaction product. The product is: [CH2:1]([O:3][C:4](=[O:26])[CH2:5][C:6]([C:7]([OH:9])=[O:8])([CH2:14][CH:15]1[CH2:16][CH2:17][CH2:18]1)[C:19]([OH:21])=[O:20])[CH3:2]. (3) Given the reactants [C:1]([C:5]1[CH:10]=[CH:9][CH:8]=[CH:7][C:6]=1[N:11]1[CH2:16][CH2:15][N:14]([C:17]([C:19]2[N:20](C3C=CC=CC=3)[CH:21]=[CH:22][CH:23]=2)=[O:18])[CH2:13][CH2:12]1)([CH3:4])([CH3:3])[CH3:2].[H-].[Na+].Br[CH2:33][C:34]([O:36][CH3:37])=[O:35].CN(C=[O:42])C, predict the reaction product. The product is: [C:1]([C:5]1[CH:10]=[CH:9][CH:8]=[CH:7][C:6]=1[N:11]1[CH2:16][CH2:15][N:14]([C:17]([CH:19]2[CH2:23][CH2:22][C:21](=[O:42])[N:20]2[CH2:33][C:34]([O:36][CH3:37])=[O:35])=[O:18])[CH2:13][CH2:12]1)([CH3:4])([CH3:3])[CH3:2]. (4) Given the reactants [CH3:1][O:2][CH2:3][CH2:4][NH2:5].[CH2:6]([O:8][C:9](=[O:29])[N:10]([C:18]1[CH:23]=[C:22](Br)[N:21]=[C:20]([NH2:25])[C:19]=1[N+:26]([O-:28])=[O:27])[CH2:11][C:12]1[CH:17]=[CH:16][CH:15]=[CH:14][CH:13]=1)[CH3:7], predict the reaction product. The product is: [CH2:6]([O:8][C:9](=[O:29])[N:10]([C:18]1[CH:23]=[C:22]([NH:5][CH2:4][CH2:3][O:2][CH3:1])[N:21]=[C:20]([NH2:25])[C:19]=1[N+:26]([O-:28])=[O:27])[CH2:11][C:12]1[CH:13]=[CH:14][CH:15]=[CH:16][CH:17]=1)[CH3:7]. (5) Given the reactants Cl[C:2]1[CH:3]=[CH:4][C:5]([C:16]([N:18]2[CH2:23][CH2:22][N:21]([C:24]3[C:29]([CH3:30])=[CH:28][C:27]([CH3:31])=[CH:26][N:25]=3)[CH2:20][CH2:19]2)=[O:17])=[C:6]([N:8]2[CH2:12][C:11](=[O:13])[N:10]([CH3:14])[C:9]2=[O:15])[CH:7]=1.[S:32]1(=[O:38])(=[O:37])[CH2:36][CH2:35][CH2:34][NH:33]1, predict the reaction product. The product is: [CH3:30][C:29]1[C:24]([N:21]2[CH2:22][CH2:23][N:18]([C:16]([C:5]3[CH:4]=[CH:3][C:2]([N:33]4[CH2:34][CH2:35][CH2:36][S:32]4(=[O:38])=[O:37])=[CH:7][C:6]=3[N:8]3[CH2:12][C:11](=[O:13])[N:10]([CH3:14])[C:9]3=[O:15])=[O:17])[CH2:19][CH2:20]2)=[N:25][CH:26]=[C:27]([CH3:31])[CH:28]=1. (6) Given the reactants N1C=CC(C2[N:19]3[N:10]([CH2:11][C:12]4[C:17]([CH2:18]3)=[CH:16][CH:15]=[CH:14][CH:13]=4)C(=O)C=2)=NC=1.COC(=O)C(C1C=CC(F)=CC=1)C(C1C=CN=C(SC)N=1)=O, predict the reaction product. The product is: [CH2:11]1[C:12]2[C:17](=[CH:16][CH:15]=[CH:14][CH:13]=2)[CH2:18][NH:19][NH:10]1. (7) Given the reactants [N:1]1[CH:6]=[CH:5][CH:4]=[C:3]([C:7](=O)[CH2:8][C:9]2[CH:13]=[CH:12][S:11][CH:10]=2)[CH:2]=1.[CH2:15]([O:17][C:18]1[CH:19]=[C:20]([CH:23]=[C:24]([N+:27]([O-:29])=[O:28])[C:25]=1[OH:26])[CH:21]=O)[CH3:16].[CH3:30][C:31]1(C)[O:38]C(=O)CC(=O)O1.C([O-])(C)=O.[NH4+:44], predict the reaction product. The product is: [CH2:15]([O:17][C:18]1[CH:19]=[C:20]([CH:21]2[C:8]([C:9]3[CH:13]=[CH:12][S:11][CH:10]=3)=[C:7]([C:3]3[CH:2]=[N:1][CH:6]=[CH:5][CH:4]=3)[NH:44][C:31](=[O:38])[CH2:30]2)[CH:23]=[C:24]([N+:27]([O-:29])=[O:28])[C:25]=1[OH:26])[CH3:16].